From a dataset of Full USPTO retrosynthesis dataset with 1.9M reactions from patents (1976-2016). Predict the reactants needed to synthesize the given product. (1) Given the product [CH3:19][O:20][CH2:21][CH2:22][N:23]([CH2:24][CH2:25][O:26][CH3:27])[C:16](=[O:17])[CH2:6][N:8]1[CH2:9][CH2:10][NH:11][CH2:12][CH2:13]1, predict the reactants needed to synthesize it. The reactants are: C(O[C:6]([N:8]1[CH2:13][CH2:12][NH:11][CH2:10][CH2:9]1)=O)(C)(C)C.ClC[C:16](Cl)=[O:17].[CH3:19][O:20][CH2:21][CH2:22][NH:23][CH2:24][CH2:25][O:26][CH3:27]. (2) Given the product [CH:25]1([N:28]2[CH2:33][CH2:32][N:31]([CH2:21][C:18]3[CH:19]=[CH:20][C:15]([C:12]4[CH:13]=[CH:14][C:9]([C:3]([OH:8])([C:4]([F:7])([F:6])[F:5])[C:2]([F:24])([F:23])[F:1])=[CH:10][CH:11]=4)=[CH:16][CH:17]=3)[CH2:30][CH2:29]2)[CH2:27][CH2:26]1, predict the reactants needed to synthesize it. The reactants are: [F:1][C:2]([F:24])([F:23])[C:3]([C:9]1[CH:14]=[CH:13][C:12]([C:15]2[CH:20]=[CH:19][C:18]([CH:21]=O)=[CH:17][CH:16]=2)=[CH:11][CH:10]=1)([OH:8])[C:4]([F:7])([F:6])[F:5].[CH:25]1([N:28]2[CH2:33][CH2:32][NH:31][CH2:30][CH2:29]2)[CH2:27][CH2:26]1.C(=O)C1C=CN=CC=1.